This data is from Peptide-MHC class I binding affinity with 185,985 pairs from IEDB/IMGT. The task is: Regression. Given a peptide amino acid sequence and an MHC pseudo amino acid sequence, predict their binding affinity value. This is MHC class I binding data. (1) The peptide sequence is PARLIVFPDL. The MHC is Patr-B0101 with pseudo-sequence Patr-B0101. The binding affinity (normalized) is 0.00176. (2) The peptide sequence is CRIPVIVAD. The MHC is H-2-Kd with pseudo-sequence H-2-Kd. The binding affinity (normalized) is 0.370. (3) The peptide sequence is TTLPVNVAF. The MHC is HLA-A11:01 with pseudo-sequence HLA-A11:01. The binding affinity (normalized) is 0.0558. (4) The MHC is HLA-B57:01 with pseudo-sequence HLA-B57:01. The peptide sequence is QSSSMRKTDW. The binding affinity (normalized) is 0.536. (5) The peptide sequence is DVHIPKFKVT. The MHC is HLA-A02:02 with pseudo-sequence HLA-A02:02. The binding affinity (normalized) is 0. (6) The binding affinity (normalized) is 0. The MHC is HLA-B07:02 with pseudo-sequence HLA-B07:02. The peptide sequence is SLMEHWALG. (7) The binding affinity (normalized) is 0. The peptide sequence is ITKGLGISYGR. The MHC is HLA-B35:01 with pseudo-sequence HLA-B35:01.